From a dataset of Forward reaction prediction with 1.9M reactions from USPTO patents (1976-2016). Predict the product of the given reaction. (1) Given the reactants Cl[C:2]1[N:7]=[CH:6][N:5]=[C:4]2[N:8]([C:11]3[CH:16]=[CH:15][C:14]([O:17][CH3:18])=[CH:13][CH:12]=3)[N:9]=[CH:10][C:3]=12.[NH2:19][C:20]1[CH:21]=[C:22]([NH:26][C:27](=[O:38])[C:28]2[CH:33]=[CH:32][CH:31]=[C:30]([C:34]([F:37])([F:36])[F:35])[CH:29]=2)[CH:23]=[CH:24][CH:25]=1, predict the reaction product. The product is: [CH3:18][O:17][C:14]1[CH:15]=[CH:16][C:11]([N:8]2[C:4]3=[N:5][CH:6]=[N:7][C:2]([NH:19][C:20]4[CH:21]=[C:22]([NH:26][C:27](=[O:38])[C:28]5[CH:33]=[CH:32][CH:31]=[C:30]([C:34]([F:35])([F:36])[F:37])[CH:29]=5)[CH:23]=[CH:24][CH:25]=4)=[C:3]3[CH:10]=[N:9]2)=[CH:12][CH:13]=1. (2) Given the reactants ClC1C=CC(CC2C(=O)OC(C)(C)OC2=O)=CC=1.BrC1C=C2C(=CC=1)N=C(Cl)C(CC1C=CC(Cl)=CC=1)=C2Cl.CC1(C)[O:46][C:45](=[O:47])[CH:44]([CH2:48][C:49]2[S:50][CH:51]=[CH:52][CH:53]=2)[C:43](=[O:54])[O:42]1, predict the reaction product. The product is: [S:50]1[CH:51]=[CH:52][CH:53]=[C:49]1[CH2:48][CH:44]([C:45]([OH:47])=[O:46])[C:43]([OH:54])=[O:42]. (3) Given the reactants [CH3:1][N:2]1[C:10]2[C:5](=[CH:6][C:7](B(O)O)=[CH:8][CH:9]=2)[CH:4]=[N:3]1.Br[C:15]1[N:20]=[CH:19][C:18]([NH2:21])=[CH:17][CH:16]=1.O.C(=O)([O-])[O-].[K+].[K+], predict the reaction product. The product is: [CH3:1][N:2]1[C:10]2[C:5](=[CH:6][C:7]([C:15]3[N:20]=[CH:19][C:18]([NH2:21])=[CH:17][CH:16]=3)=[CH:8][CH:9]=2)[CH:4]=[N:3]1. (4) Given the reactants [C:1]1([S:7]([CH2:10][C@@H:11]2[CH2:16][C@H:15]([NH:17][CH:18]([CH3:20])[CH3:19])[CH2:14][CH2:13][C@@H:12]2[N:21]2[CH2:26][CH2:25][C:24]([C:27]3[CH:32]=[CH:31][CH:30]=[C:29]([C:33]([F:36])([F:35])[F:34])[CH:28]=3)=[CH:23][C:22]2=[O:37])(=[O:9])=[O:8])[CH:6]=[CH:5][CH:4]=[CH:3][CH:2]=1.C=O.[C:40]([BH3-])#N.[Na+].O, predict the reaction product. The product is: [C:1]1([S:7]([CH2:10][C@@H:11]2[CH2:16][C@H:15]([N:17]([CH:18]([CH3:20])[CH3:19])[CH3:40])[CH2:14][CH2:13][C@@H:12]2[N:21]2[CH2:26][CH2:25][C:24]([C:27]3[CH:32]=[CH:31][CH:30]=[C:29]([C:33]([F:36])([F:34])[F:35])[CH:28]=3)=[CH:23][C:22]2=[O:37])(=[O:8])=[O:9])[CH:6]=[CH:5][CH:4]=[CH:3][CH:2]=1. (5) Given the reactants C([O:4][C:5]1[CH:10]=[C:9]([F:11])[CH:8]=[CH:7][C:6]=1[Br:12])C=C.[C:13]1(C)[CH:18]=C(C)C=C(C)[CH:14]=1.C(C1C(C(F)(F)F)=CC=C(Cl)C=1O)C=C, predict the reaction product. The product is: [CH2:18]([C:10]1[C:9]([F:11])=[CH:8][CH:7]=[C:6]([Br:12])[C:5]=1[OH:4])[CH:13]=[CH2:14]. (6) Given the reactants [C:1]([C:3]1[CH:4]=[C:5]([CH:8]=[CH:9][C:10]=1[O:11][CH3:12])[C:6]#[N:7])#[CH:2].Cl[O:14][N:15]=[CH:16][C:17]1[CH:22]=[CH:21][C:20]([C:23]#[N:24])=[CH:19][C:18]=1[O:25][CH3:26], predict the reaction product. The product is: [C:23]([C:20]1[CH:21]=[CH:22][C:17]([C:16]2[CH:2]=[C:1]([C:3]3[CH:4]=[C:5]([C:6]#[N:7])[CH:8]=[CH:9][C:10]=3[O:11][CH3:12])[O:14][N:15]=2)=[C:18]([O:25][CH3:26])[CH:19]=1)#[N:24]. (7) Given the reactants C([O:3][C:4]([C:6]1[C:7]([C:12]2[CH:17]=[CH:16][N:15]=[CH:14][CH:13]=2)=[N:8][O:9][C:10]=1[CH3:11])=O)C.O.[OH-].[Na+], predict the reaction product. The product is: [CH3:11][C:10]1[O:9][N:8]=[C:7]([C:12]2[CH:17]=[CH:16][N:15]=[CH:14][CH:13]=2)[C:6]=1[CH2:4][OH:3]. (8) Given the reactants Cl.[N:2]12[CH2:9][CH2:8][CH:5]([CH2:6][CH2:7]1)[CH:4]([C:10]([OH:12])=[O:11])[CH2:3]2.C(Cl)CCl.C(N(CC)CC)C.C1C=CC2N(O)N=NC=2C=1.[CH:34]1[C:46]2[CH:45](O)[C:44]3[C:39](=[CH:40][CH:41]=[CH:42][CH:43]=3)[C:38]=2[CH:37]=[CH:36][CH:35]=1, predict the reaction product. The product is: [N:2]12[CH2:9][CH2:8][CH:5]([CH2:6][CH2:7]1)[CH:4]([C:10]([O:12][CH:45]1[C:46]3[CH:34]=[CH:35][CH:36]=[CH:37][C:38]=3[C:39]3[C:44]1=[CH:43][CH:42]=[CH:41][CH:40]=3)=[O:11])[CH2:3]2. (9) Given the reactants [CH3:1][C:2]1[CH:7]=[CH:6][C:5]([S:8]([O:11][CH2:12][CH:13]2[CH2:17][C:16]3[CH:18]=[CH:19][CH:20]=[C:21](Br)[C:15]=3[O:14]2)(=[O:10])=[O:9])=[CH:4][CH:3]=1.[CH3:23][O:24][C:25]1[CH:26]=[C:27](B(O)O)[CH:28]=[CH:29][CH:30]=1.C(=O)([O-])[O-].[K+].[K+].CC1C=CC(S(OCC2CC3C(C4C=CC=CC=4)=CC=CC=3O2)(=O)=O)=CC=1, predict the reaction product. The product is: [CH3:1][C:2]1[CH:7]=[CH:6][C:5]([S:8]([O:11][CH2:12][CH:13]2[CH2:17][C:16]3[CH:18]=[CH:19][CH:20]=[C:21]([C:29]4[CH:28]=[CH:27][CH:26]=[C:25]([O:24][CH3:23])[CH:30]=4)[C:15]=3[O:14]2)(=[O:10])=[O:9])=[CH:4][CH:3]=1.